From a dataset of Full USPTO retrosynthesis dataset with 1.9M reactions from patents (1976-2016). Predict the reactants needed to synthesize the given product. The reactants are: [CH3:1][C:2]1[N:3]=[CH:4][N:5]([C:7]2[CH:12]=[C:11]([C:13]([F:16])([F:15])[F:14])[CH:10]=[C:9]([N+:17]([O-:19])=[O:18])[CH:8]=2)[CH:6]=1.[CH3:20][S:21]([OH:24])(=[O:23])=[O:22]. Given the product [CH3:20][S:21]([OH:24])(=[O:23])=[O:22].[CH3:1][C:2]1[N:3]=[CH:4][N:5]([C:7]2[CH:12]=[C:11]([C:13]([F:15])([F:14])[F:16])[CH:10]=[C:9]([N+:17]([O-:19])=[O:18])[CH:8]=2)[CH:6]=1, predict the reactants needed to synthesize it.